This data is from Forward reaction prediction with 1.9M reactions from USPTO patents (1976-2016). The task is: Predict the product of the given reaction. (1) Given the reactants [CH3:1][O:2][C:3]([C@H:5]1[CH2:10][CH2:9][C@H:8]([C:11](=[S:18])[N:12]=[C:13]([N:15](C)C)[CH3:14])[CH2:7][CH2:6]1)=[O:4].N1C=CC=CC=1.NOS(O)(=O)=O, predict the reaction product. The product is: [CH3:1][O:2][C:3]([C@H:5]1[CH2:10][CH2:9][C@H:8]([C:11]2[S:18][N:15]=[C:13]([CH3:14])[N:12]=2)[CH2:7][CH2:6]1)=[O:4]. (2) Given the reactants COC1C=CC(C[N:8]2[C:12](=[O:13])[C:11]3([CH2:25][C:16]4=[N:17][CH:18]=[C:19]([C:21](OC)=[O:22])[CH:20]=[C:15]4[CH2:14]3)[N:10]([CH3:26])[C:9]2=[O:27])=CC=1.Cl.[NH2:31][C@H:32]1[CH2:37][C@@H:36]([C:38]2[C:43]([F:44])=[CH:42][CH:41]=[C:40]([F:45])[C:39]=2[F:46])[C@@H:35]([CH3:47])[N:34]([CH2:48][C:49]([F:52])([F:51])[F:50])[C:33]1=[O:53].C1C=CC2N(O)N=NC=2C=1.C(Cl)CCl.C(N(CC)C(C)C)(C)C.C(=O)(O)[O-].[Na+], predict the reaction product. The product is: [CH3:26][N:10]1[C@:11]2([CH2:25][C:16]3=[N:17][CH:18]=[C:19]([C:21]([NH:31][C@H:32]4[CH2:37][C@@H:36]([C:38]5[C:43]([F:44])=[CH:42][CH:41]=[C:40]([F:45])[C:39]=5[F:46])[C@@H:35]([CH3:47])[N:34]([CH2:48][C:49]([F:52])([F:51])[F:50])[C:33]4=[O:53])=[O:22])[CH:20]=[C:15]3[CH2:14]2)[C:12](=[O:13])[NH:8][C:9]1=[O:27]. (3) Given the reactants [C:1]([O:5][C:6](=[O:25])[CH2:7][N:8]([C:18]([O:20][C:21]([CH3:24])([CH3:23])[CH3:22])=[O:19])[CH2:9][C:10]1[CH:15]=[CH:14][CH:13]=[C:12]([C:16]#[N:17])[CH:11]=1)([CH3:4])([CH3:3])[CH3:2].[NH2:26][OH:27], predict the reaction product. The product is: [C:1]([O:5][C:6](=[O:25])[CH2:7][N:8]([C:18]([O:20][C:21]([CH3:24])([CH3:23])[CH3:22])=[O:19])[CH2:9][C:10]1[CH:15]=[CH:14][CH:13]=[C:12]([C:16](=[NH:17])[NH:26][OH:27])[CH:11]=1)([CH3:4])([CH3:3])[CH3:2]. (4) Given the reactants [Br:1][C:2]1[CH:3]=[C:4]2[C:12](=[CH:13][CH:14]=1)[C:7]1([CH2:11][CH2:10][NH:9][CH2:8]1)[CH2:6][CH2:5]2.C([O-])([O-])=O.[K+].[K+].[Na+].[I-].O.[Cl:24][CH2:25][CH2:26][CH2:27][S:28][C:29]1[N:33]=[C:32]([C:34]2[O:38][CH:37]=[N:36][C:35]=2[CH3:39])[NH:31][N:30]=1, predict the reaction product. The product is: [ClH:24].[Br:1][C:2]1[CH:3]=[C:4]2[C:12](=[CH:13][CH:14]=1)[C:7]1([CH2:11][CH2:10][N:9]([CH2:25][CH2:26][CH2:27][S:28][C:29]3[NH:30][N:31]=[C:32]([C:34]4[O:38][CH:37]=[N:36][C:35]=4[CH3:39])[N:33]=3)[CH2:8]1)[CH2:6][CH2:5]2. (5) Given the reactants [NH2:1][C:2]1[N:7]=[CH:6][C:5]([C:8]2[CH:16]=[CH:15][CH:14]=[CH:13][C:9]=2[C:10]([OH:12])=O)=[CH:4][C:3]=1[C:17](=[O:25])[NH:18][C:19]1[CH:24]=[CH:23][N:22]=[CH:21][CH:20]=1.[CH2:26]([NH:28][CH2:29][CH3:30])[CH3:27], predict the reaction product. The product is: [NH2:1][C:2]1[N:7]=[CH:6][C:5]([C:8]2[CH:16]=[CH:15][CH:14]=[CH:13][C:9]=2[C:10](=[O:12])[N:28]([CH2:29][CH3:30])[CH2:26][CH3:27])=[CH:4][C:3]=1[C:17]([NH:18][C:19]1[CH:20]=[CH:21][N:22]=[CH:23][CH:24]=1)=[O:25]. (6) Given the reactants [C:1]([O:5][C:6](=[O:49])[C:7]1[CH:12]=[CH:11][C:10]([CH2:13][CH2:14][S:15]([N:18]2[CH2:23][CH2:22][C:21]([NH:27][C:28](=O)[C:29]3[CH:34]=[C:33]([C:35]([F:38])([F:37])[F:36])[CH:32]=[C:31]([O:39][CH2:40][C:41]4[CH:46]=[CH:45][CH:44]=[CH:43][CH:42]=4)[CH:30]=3)([C:24](=[O:26])[NH2:25])[CH2:20][CH2:19]2)(=[O:17])=[O:16])=[C:9]([CH3:48])[CH:8]=1)([CH3:4])([CH3:3])[CH3:2].[OH-].[Na+].[Cl-].[NH4+], predict the reaction product. The product is: [C:1]([O:5][C:6](=[O:49])[C:7]1[CH:12]=[CH:11][C:10]([CH2:13][CH2:14][S:15]([N:18]2[CH2:23][CH2:22][C:21]3([N:27]=[C:28]([C:29]4[CH:34]=[C:33]([C:35]([F:37])([F:36])[F:38])[CH:32]=[C:31]([O:39][CH2:40][C:41]5[CH:42]=[CH:43][CH:44]=[CH:45][CH:46]=5)[CH:30]=4)[NH:25][C:24]3=[O:26])[CH2:20][CH2:19]2)(=[O:16])=[O:17])=[C:9]([CH3:48])[CH:8]=1)([CH3:3])([CH3:4])[CH3:2]. (7) Given the reactants [N:1]1([CH2:7][CH2:8][OH:9])[CH2:6][CH2:5][O:4][CH2:3][CH2:2]1.C(N(CC)CC)C.[C:17](=O)([O:26]N1C(=O)CCC1=O)[O:18][N:19]1[C:23](=[O:24])[CH2:22][CH2:21][C:20]1=[O:25], predict the reaction product. The product is: [N:1]1([CH2:7][CH2:8][O:9][C:17]([O:18][N:19]2[C:23](=[O:24])[CH2:22][CH2:21][C:20]2=[O:25])=[O:26])[CH2:6][CH2:5][O:4][CH2:3][CH2:2]1. (8) Given the reactants C(O[C:6]([N:8]1C[CH2:12][C:11]2(C)[C:14]3[CH:20]=[C:19]([S:21][C:22]4[CH:27]=[CH:26][CH:25]=[CH:24][CH:23]=4)[CH:18]=[CH:17][C:15]=3O[CH:10]2[CH2:9]1)=O)(C)(C)C.[CH3:29][OH:30].[OH2:31].[OH:32]OS([O-])=O.[K+].O1CCOCC1.[ClH:44], predict the reaction product. The product is: [ClH:44].[CH3:12][C:11]12[C:14]3[CH:20]=[C:19]([S:21]([C:22]4[CH:27]=[CH:26][CH:25]=[CH:24][CH:23]=4)(=[O:32])=[O:31])[CH:18]=[CH:17][C:15]=3[O:30][CH:29]1[CH2:6][NH:8][CH2:9][CH2:10]2.